This data is from Reaction yield outcomes from USPTO patents with 853,638 reactions. The task is: Predict the reaction yield, written as a fraction of the theoretical maximum amount of product (1.0 means a 100% yield; for example, 0.34 means a 34% yield). (1) The product is [C:1]([O:5][C:6](=[O:28])[N:7]([CH:8]([CH2:18][O:19][CH2:20][CH:21]1[CH2:25][O:24][C:23]([CH3:27])([CH3:26])[O:22]1)[CH2:9][O:10][CH2:11][C:12]1[CH:13]=[CH:14][CH:15]=[CH:16][CH:17]=1)[CH3:31])([CH3:4])([CH3:2])[CH3:3]. The reactants are [C:1]([O:5][C:6](=[O:28])[NH:7][CH:8]([CH2:18][O:19][CH2:20][CH:21]1[CH2:25][O:24][C:23]([CH3:27])([CH3:26])[O:22]1)[CH2:9][O:10][CH2:11][C:12]1[CH:17]=[CH:16][CH:15]=[CH:14][CH:13]=1)([CH3:4])([CH3:3])[CH3:2].[H-].[Na+].[CH3:31]I. The catalyst is CN(C=O)C. The yield is 0.960. (2) The reactants are C(OC([N:8]1[C:16]2[C:11](=[CH:12][C:13]([O:17][CH2:18][CH3:19])=[CH:14][CH:15]=2)[CH:10]=[C:9]1[C:20]([O:22]CC)=[O:21])=O)(C)(C)C.[OH-].[K+]. The catalyst is CCO. The product is [CH2:18]([O:17][C:13]1[CH:12]=[C:11]2[C:16](=[CH:15][CH:14]=1)[NH:8][C:9]([C:20]([OH:22])=[O:21])=[CH:10]2)[CH3:19]. The yield is 0.470. (3) The reactants are [CH3:1][N:2]1[CH2:7][CH2:6][NH:5][CH2:4][CH2:3]1.F[C:9]1[C:14]([N+:15]([O-:17])=[O:16])=[CH:13][C:12]([NH:18][C:19]2[N:24]=[C:23]([C:25]3[C:33]4[C:28](=[CH:29][CH:30]=[CH:31][CH:32]=4)[N:27]([CH3:34])[CH:26]=3)[CH:22]=[CH:21][N:20]=2)=[C:11]([O:35][CH3:36])[CH:10]=1.ClC1C(C2C3C(=CC=CC=3)N(C)C=2)=NC(NC2C=C([N+]([O-])=O)C(F)=CC=2OC)=NC=1.CCN(C(C)C)C(C)C. The catalyst is CC(N(C)C)=O.CO. The product is [CH3:36][O:35][C:11]1[CH:10]=[C:9]([N:5]2[CH2:6][CH2:7][N:2]([CH3:1])[CH2:3][CH2:4]2)[C:14]([N+:15]([O-:17])=[O:16])=[CH:13][C:12]=1[NH:18][C:19]1[N:24]=[C:23]([C:25]2[C:33]3[C:28](=[CH:29][CH:30]=[CH:31][CH:32]=3)[N:27]([CH3:34])[CH:26]=2)[CH:22]=[CH:21][N:20]=1. The yield is 0.800.